Task: Predict which catalyst facilitates the given reaction.. Dataset: Catalyst prediction with 721,799 reactions and 888 catalyst types from USPTO Reactant: C[O:2][C:3]([CH:5]1[CH2:10][CH2:9][CH:8]=[CH:7][CH2:6]1)=[O:4].[OH-].[Na+].Cl. Product: [CH:5]1([C:3]([OH:4])=[O:2])[CH2:10][CH2:9][CH:8]=[CH:7][CH2:6]1. The catalyst class is: 5.